Dataset: Full USPTO retrosynthesis dataset with 1.9M reactions from patents (1976-2016). Task: Predict the reactants needed to synthesize the given product. (1) Given the product [CH:26]1([NH:29][C:23]([C:20]2[CH:21]=[C:22]3[C:17](=[CH:18][CH:19]=2)[CH:16]=[N:15][CH:14]=[C:13]3[C:10]2[CH:11]=[CH:12][C:7]([C:5]3[CH:4]=[N:3][N:2]([CH3:1])[CH:6]=3)=[CH:8][CH:9]=2)=[O:24])[CH2:28][CH2:27]1, predict the reactants needed to synthesize it. The reactants are: [CH3:1][N:2]1[CH:6]=[C:5]([C:7]2[CH:12]=[CH:11][C:10]([C:13]3[C:22]4[C:17](=[CH:18][CH:19]=[C:20]([C:23](O)=[O:24])[CH:21]=4)[CH:16]=[N:15][CH:14]=3)=[CH:9][CH:8]=2)[CH:4]=[N:3]1.[CH:26]1([NH2:29])[CH2:28][CH2:27]1.F[P-](F)(F)(F)(F)F.CN(C(N(C)C)=[N+]1C2C(=NC=CC=2)[N+]([O-])=N1)C.C(N(CC)C(C)C)(C)C. (2) Given the product [Cl:6][C:7]1[S:11][C:10]2[CH2:12][CH2:13][CH2:14][C:15](=[O:17])[C:9]=2[CH:8]=1, predict the reactants needed to synthesize it. The reactants are: P(=O)(O)(O)O.[Cl:6][C:7]1[S:11][C:10]([CH2:12][CH2:13][CH2:14][C:15]([OH:17])=O)=[CH:9][CH:8]=1.C(O)(=O)C. (3) Given the product [NH2:7][CH2:8][CH2:9][CH:10]1[CH2:11][CH2:12][N:13]([C:16](=[O:27])/[CH:17]=[CH:18]/[C:19]2[CH:24]=[C:23]([Cl:25])[CH:22]=[C:21]([Cl:26])[CH:20]=2)[CH2:14][CH2:15]1, predict the reactants needed to synthesize it. The reactants are: C(OC(=O)[NH:7][CH2:8][CH2:9][CH:10]1[CH2:15][CH2:14][N:13]([C:16](=[O:27])/[CH:17]=[CH:18]/[C:19]2[CH:24]=[C:23]([Cl:25])[CH:22]=[C:21]([Cl:26])[CH:20]=2)[CH2:12][CH2:11]1)(C)(C)C.C(O)(C(F)(F)F)=O. (4) Given the product [NH2:3][C:6]1[CH:15]=[C:14]2[C:9]([CH:10]=[C:11]([C:21]([O:23][CH3:24])=[O:22])[C:12]([C:16]3[CH:20]=[CH:19][S:18][CH:17]=3)=[N:13]2)=[CH:8][CH:7]=1, predict the reactants needed to synthesize it. The reactants are: [BH4-].[Na+].[N+:3]([C:6]1[CH:15]=[C:14]2[C:9]([CH:10]=[C:11]([C:21]([O:23][CH3:24])=[O:22])[C:12]([C:16]3[CH:20]=[CH:19][S:18][CH:17]=3)=[N:13]2)=[CH:8][CH:7]=1)([O-])=O.C1COCC1.Cl. (5) Given the product [Br:1][C:2]1[CH:3]=[C:4]2[C:9](=[C:10]([F:12])[CH:11]=1)[N:8]=[C:7]([NH:14][C:15]1[CH:16]=[C:17]([NH:25][C:26](=[O:28])[CH3:27])[CH:18]=[C:19]([CH2:21][N:22]([CH3:24])[CH3:23])[CH:20]=1)[N:6]=[CH:5]2, predict the reactants needed to synthesize it. The reactants are: [Br:1][C:2]1[CH:3]=[C:4]2[C:9](=[C:10]([F:12])[CH:11]=1)[N:8]=[C:7](Cl)[N:6]=[CH:5]2.[NH2:14][C:15]1[CH:16]=[C:17]([NH:25][C:26](=[O:28])[CH3:27])[CH:18]=[C:19]([CH2:21][N:22]([CH3:24])[CH3:23])[CH:20]=1.Cl.O1CCOCC1. (6) Given the product [NH2:10][CH2:9][C@H:8]([NH:21][C:22]1[S:23][C:24]([C:27]2[CH:32]=[CH:31][C:30]3[CH:33]=[N:34][CH:35]=[C:36]([CH2:37][CH3:38])[C:29]=3[N:28]=2)=[N:25][N:26]=1)[CH2:7][C:1]1[CH:6]=[CH:5][CH:4]=[CH:3][CH:2]=1, predict the reactants needed to synthesize it. The reactants are: [C:1]1([CH2:7][C@@H:8]([NH:21][C:22]2[S:23][C:24]([C:27]3[CH:32]=[CH:31][C:30]4[CH:33]=[N:34][CH:35]=[C:36]([CH:37]=[CH2:38])[C:29]=4[N:28]=3)=[N:25][N:26]=2)[CH2:9][N:10]2C(=O)C3C=CC=CC=3C2=O)[CH:6]=[CH:5][CH:4]=[CH:3][CH:2]=1.BrC1C2N=C(C3SC(N[C@H](CC4C=CC=CC=4)CN4C(=O)C5C=CC=CC=5C4=O)=NN=3)C=CC=2C=NC=1.C(C([Sn])=C(CCCC)CCCC)CCC.O.